This data is from Full USPTO retrosynthesis dataset with 1.9M reactions from patents (1976-2016). The task is: Predict the reactants needed to synthesize the given product. Given the product [Cl:1][C:2]1[CH:3]=[CH:4][C:5]([C:8]2[C:17]3[C:12](=[CH:13][CH:14]=[CH:15][CH:16]=3)[C:11]([NH:18][C:19]3[CH:24]=[CH:23][C:22]([S:25][C:26]4[C:35]5[C:30](=[CH:31][CH:32]=[C:33]([O:36][CH2:44][CH2:45][O:46][CH2:47][CH2:48][O:49][CH3:50])[CH:34]=5)[N:29]=[CH:28][CH:27]=4)=[CH:21][CH:20]=3)=[N:10][N:9]=2)=[CH:6][CH:7]=1, predict the reactants needed to synthesize it. The reactants are: [Cl:1][C:2]1[CH:7]=[CH:6][C:5]([C:8]2[C:17]3[C:12](=[CH:13][CH:14]=[CH:15][CH:16]=3)[C:11]([NH:18][C:19]3[CH:24]=[CH:23][C:22]([S:25][C:26]4[C:35]5[C:30](=[CH:31][CH:32]=[C:33]([OH:36])[CH:34]=5)[N:29]=[CH:28][CH:27]=4)=[CH:21][CH:20]=3)=[N:10][N:9]=2)=[CH:4][CH:3]=1.C(=O)([O-])[O-].[K+].[K+].Br[CH2:44][CH2:45][O:46][CH2:47][CH2:48][O:49][CH3:50].